Dataset: Full USPTO retrosynthesis dataset with 1.9M reactions from patents (1976-2016). Task: Predict the reactants needed to synthesize the given product. (1) Given the product [C:1]([O:5][C:6](=[O:23])[NH:7][C:8]1[CH:13]=[C:12]([O:14][CH2:15][CH2:16][CH3:17])[C:11]([C:18]([F:21])([F:20])[F:19])=[CH:10][C:9]=1[NH:22][C:29](=[O:28])[CH2:30][C:31](=[O:44])[C:32]1[CH:37]=[CH:36][CH:35]=[C:34]([C:38]2[CH:39]=[N:40][CH:41]=[CH:42][CH:43]=2)[CH:33]=1)([CH3:2])([CH3:3])[CH3:4], predict the reactants needed to synthesize it. The reactants are: [C:1]([O:5][C:6](=[O:23])[NH:7][C:8]1[CH:13]=[C:12]([O:14][CH2:15][CH2:16][CH3:17])[C:11]([C:18]([F:21])([F:20])[F:19])=[CH:10][C:9]=1[NH2:22])([CH3:4])([CH3:3])[CH3:2].C([O:28][C:29](=O)[CH2:30][C:31](=[O:44])[C:32]1[CH:37]=[CH:36][CH:35]=[C:34]([C:38]2[CH:39]=[N:40][CH:41]=[CH:42][CH:43]=2)[CH:33]=1)(C)(C)C. (2) Given the product [NH2:8][C:6]1[CH:5]=[CH:4][C:3]([OH:11])=[C:2]([F:1])[CH:7]=1, predict the reactants needed to synthesize it. The reactants are: [F:1][C:2]1[CH:7]=[C:6]([N+:8]([O-])=O)[CH:5]=[CH:4][C:3]=1[OH:11]. (3) Given the product [CH:22]1([CH2:28][NH:29][C:19]([C:17]2[CH:16]=[CH:15][C:13]3[NH:14][C:10]([C:3]4[C:4]5[C:9](=[CH:8][CH:7]=[CH:6][CH:5]=5)[NH:1][N:2]=4)=[N:11][C:12]=3[CH:18]=2)=[O:20])[CH2:27][CH2:26][CH2:25][CH2:24][CH2:23]1, predict the reactants needed to synthesize it. The reactants are: [NH:1]1[C:9]2[C:4](=[CH:5][CH:6]=[CH:7][CH:8]=2)[C:3]([C:10]2[NH:14][C:13]3[CH:15]=[CH:16][C:17]([C:19](O)=[O:20])=[CH:18][C:12]=3[N:11]=2)=[N:2]1.[CH:22]1([CH2:28][NH2:29])[CH2:27][CH2:26][CH2:25][CH2:24][CH2:23]1. (4) Given the product [N:3]1([CH:8]2[CH2:13][CH2:12][CH2:11][CH:10]([N:14]([CH3:28])[C:15]3[CH:22]=[CH:21][C:18]([C:19]#[N:20])=[C:17]([C:23]([F:25])([F:24])[F:26])[CH:16]=3)[CH2:9]2)[CH:7]=[N:6][CH:5]=[N:4]1, predict the reactants needed to synthesize it. The reactants are: [H-].[Na+].[N:3]1([CH:8]2[CH2:13][CH2:12][CH2:11][CH:10]([NH:14][C:15]3[CH:22]=[CH:21][C:18]([C:19]#[N:20])=[C:17]([C:23]([F:26])([F:25])[F:24])[CH:16]=3)[CH2:9]2)[CH:7]=[N:6][CH:5]=[N:4]1.I[CH3:28]. (5) Given the product [CH3:16][O:3][CH:4]1[CH2:5][N:6]([C:8]([O:10][C:11]([CH3:14])([CH3:13])[CH3:12])=[O:9])[CH2:7]1, predict the reactants needed to synthesize it. The reactants are: [H-].[Na+].[OH:3][CH:4]1[CH2:7][N:6]([C:8]([O:10][C:11]([CH3:14])([CH3:13])[CH3:12])=[O:9])[CH2:5]1.I[CH3:16]. (6) Given the product [OH:10][C:11]1[C:19]2[CH:18]=[CH:17][S:16][C:15]=2[CH:14]=[C:13]([C:20]([O:22][CH2:23][CH3:24])=[O:21])[CH:12]=1, predict the reactants needed to synthesize it. The reactants are: C(=O)([O-])[O-].[K+].[K+].C([O:10][C:11]1[C:19]2[CH:18]=[CH:17][S:16][C:15]=2[CH:14]=[C:13]([C:20]([O:22][CH2:23][CH3:24])=[O:21])[CH:12]=1)(=O)C. (7) Given the product [CH3:1][CH2:2][CH2:3][S:4][C:5]1[N:6]=[C:7]([NH:25][C@H:26]2[C@H:28]([C:29]3[CH:30]=[CH:31][C:32]([F:36])=[C:33]([F:35])[CH:34]=3)[CH2:27]2)[C:8]2[N:13]=[N:12][N:11]([C@H:14]3[C@H:18]([OH:19])[C@H:17]([OH:20])[C@@H:16]([O:21][CH2:22][CH2:23][OH:24])[CH2:15]3)[C:9]=2[N:10]=1.[C:46]([C@H:44]([C@@H:42]([C:41]([O-:50])=[O:49])[OH:43])[OH:45])([O-:48])=[O:47], predict the reactants needed to synthesize it. The reactants are: [CH3:1][CH2:2][CH2:3][S:4][C:5]1[N:6]=[C:7]([NH:25][C@H:26]2[C@H:28]([C:29]3[CH:30]=[CH:31][C:32]([F:36])=[C:33]([F:35])[CH:34]=3)[CH2:27]2)[C:8]2[N:13]=[N:12][N:11]([C@H:14]3[C@H:18]([OH:19])[C@H:17]([OH:20])[C@@H:16]([O:21][CH2:22][CH2:23][OH:24])[CH2:15]3)[C:9]=2[N:10]=1.CC(C)=O.[C:41]([OH:50])(=[O:49])[CH:42]([CH:44]([C:46]([OH:48])=[O:47])[OH:45])[OH:43]. (8) Given the product [CH2:1]([N:8]1[C:12]2[CH:13]=[CH:14][C:15]3[N:16]([C:17]([CH3:20])=[N:18][N:19]=3)[C:11]=2[CH:10]=[C:9]1[C:21]1[CH:22]=[N:23][N:24]([CH2:34][C:35]#[N:36])[CH:25]=1)[C:2]1[CH:7]=[CH:6][CH:5]=[CH:4][CH:3]=1, predict the reactants needed to synthesize it. The reactants are: [CH2:1]([N:8]1[C:12]2[CH:13]=[CH:14][C:15]3[N:16]([C:17]([CH3:20])=[N:18][N:19]=3)[C:11]=2[CH:10]=[C:9]1[C:21]1[CH:22]=[N:23][NH:24][CH:25]=1)[C:2]1[CH:7]=[CH:6][CH:5]=[CH:4][CH:3]=1.CN(C=O)C.[H-].[Na+].Cl[CH2:34][C:35]#[N:36]. (9) Given the product [F:16][C:7]1[CH:6]=[C:5]([NH:8][C:9]([NH2:11])=[O:10])[CH:4]=[C:3]([C:12]([F:15])([F:14])[F:13])[CH:2]=1, predict the reactants needed to synthesize it. The reactants are: F[C:2]1[CH:7]=[CH:6][C:5]([NH:8][C:9]([NH2:11])=[O:10])=[CH:4][C:3]=1[C:12]([F:15])([F:14])[F:13].[F:16]C1C=C(C(F)(F)F)C=C(C=1)N.